From a dataset of Full USPTO retrosynthesis dataset with 1.9M reactions from patents (1976-2016). Predict the reactants needed to synthesize the given product. Given the product [ClH:4].[CH3:10][O:11][C:12](=[O:13])[CH2:14][NH:7][CH:24]1[CH2:18][CH2:17]1, predict the reactants needed to synthesize it. The reactants are: C([Cl:4])(=O)C.CO.[NH4+:7].[OH-].C[CH2:10][O:11][C:12]([CH3:14])=[O:13].C1C=C2C(C(O)(O)[C:24](=O)[C:18]2=[CH:17]C=1)=O.